Dataset: Reaction yield outcomes from USPTO patents with 853,638 reactions. Task: Predict the reaction yield, written as a fraction of the theoretical maximum amount of product (1.0 means a 100% yield; for example, 0.34 means a 34% yield). (1) The reactants are [Cl:1][C:2]1[N:7]=[CH:6][C:5]([CH:8]([N:12]2[CH:16]=[C:15]([C:17]3[C:18]4[CH:25]=[CH:24][N:23](COCC[Si](C)(C)C)[C:19]=4[N:20]=[CH:21][N:22]=3)[CH:14]=[N:13]2)[CH2:9][C:10]#[N:11])=[CH:4][CH:3]=1.C(O)(C(F)(F)F)=O.C(Cl)Cl.CO.C(N)CN. No catalyst specified. The product is [Cl:1][C:2]1[N:7]=[CH:6][C:5]([CH:8]([N:12]2[CH:16]=[C:15]([C:17]3[C:18]4[CH:25]=[CH:24][NH:23][C:19]=4[N:20]=[CH:21][N:22]=3)[CH:14]=[N:13]2)[CH2:9][C:10]#[N:11])=[CH:4][CH:3]=1. The yield is 0.690. (2) The reactants are [CH3:1][O:2][CH2:3][CH2:4][NH:5][CH3:6].[H-].[Na+].F[C:10]1[CH:15]=[CH:14][C:13]([I:16])=[CH:12][C:11]=1[N+:17]([O-:19])=[O:18]. The catalyst is CN(C=O)C. The yield is 0.710. The product is [I:16][C:13]1[CH:14]=[CH:15][C:10]([N:5]([CH2:4][CH2:3][O:2][CH3:1])[CH3:6])=[C:11]([N+:17]([O-:19])=[O:18])[CH:12]=1. (3) The product is [Cl:1][C:2]1[CH:9]=[C:8]2[C:5]([CH:6]=[C:22]([C:16]3[CH:17]=[C:18]([O:20][CH3:21])[CH:19]=[C:14]([O:13][CH3:12])[CH:15]=3)[C:23](=[O:24])[N:10]2[CH3:11])=[CH:4][N:3]=1. The catalyst is CN(C)C=O. The yield is 0.770. The reactants are [Cl:1][C:2]1[CH:9]=[C:8]([NH:10][CH3:11])[C:5]([CH:6]=O)=[CH:4][N:3]=1.[CH3:12][O:13][C:14]1[CH:15]=[C:16]([CH2:22][C:23](OC)=[O:24])[CH:17]=[C:18]([O:20][CH3:21])[CH:19]=1.C(=O)([O-])[O-].[K+].[K+]. (4) The reactants are C[O:2][C:3](=[O:38])[C:4]1[CH:9]=[CH:8][CH:7]=[C:6]([NH:10][CH2:11][C:12](=[O:37])[CH2:13][CH2:14][N:15]2[CH2:20][CH2:19][CH:18]([O:21][C:22](=[O:36])[NH:23][C:24]3[CH:29]=[CH:28][CH:27]=[CH:26][C:25]=3[C:30]3[CH:35]=[CH:34][CH:33]=[CH:32][CH:31]=3)[CH2:17][CH2:16]2)[CH:5]=1.[OH-].[Li+].C(#N)C.Cl. The catalyst is O. The product is [C:25]1([C:30]2[CH:35]=[CH:34][CH:33]=[CH:32][CH:31]=2)[CH:26]=[CH:27][CH:28]=[CH:29][C:24]=1[NH:23][C:22]([O:21][CH:18]1[CH2:17][CH2:16][N:15]([CH2:14][CH2:13][C:12]([CH2:11][NH:10][C:6]2[CH:5]=[C:4]([CH:9]=[CH:8][CH:7]=2)[C:3]([OH:38])=[O:2])=[O:37])[CH2:20][CH2:19]1)=[O:36]. The yield is 0.870. (5) The reactants are [C:1]([N:5]1[C:9]2=[N:10][C:11](F)=[CH:12][CH:13]=[C:8]2[C:7]([C:15]([OH:17])=O)=[N:6]1)([CH3:4])([CH3:3])[CH3:2].C([N:20](CC)CC)C.CCN=C=NCCCN(C)C.C1C=N[C:39]2N(O)N=[N:44][C:38]=2[CH:37]=1.C(N)(C)C. The catalyst is C(Cl)Cl.N.CO. The product is [CH:38]([NH:44][C:15]([C:7]1[C:8]2[C:9](=[N:10][C:11]([NH2:20])=[CH:12][CH:13]=2)[N:5]([C:1]([CH3:2])([CH3:3])[CH3:4])[N:6]=1)=[O:17])([CH3:39])[CH3:37]. The yield is 0.430. (6) The reactants are C(OC(=O)[NH:7][CH:8]([C:28](=[O:32])[N:29]([CH3:31])[CH3:30])[CH2:9][C:10]1[CH:15]=[CH:14][C:13]([C:16]2[CH:21]=[CH:20][C:19]([CH2:22][CH2:23][C:24](=[O:27])[NH:25][OH:26])=[CH:18][CH:17]=2)=[CH:12][CH:11]=1)(C)(C)C.C(Cl)[Cl:35]. No catalyst specified. The product is [ClH:35].[NH2:7][CH:8]([CH2:9][C:10]1[CH:15]=[CH:14][C:13]([C:16]2[CH:17]=[CH:18][C:19]([CH2:22][CH2:23][C:24](=[O:27])[NH:25][OH:26])=[CH:20][CH:21]=2)=[CH:12][CH:11]=1)[C:28]([N:29]([CH3:31])[CH3:30])=[O:32]. The yield is 0.880.